Dataset: Reaction yield outcomes from USPTO patents with 853,638 reactions. Task: Predict the reaction yield, written as a fraction of the theoretical maximum amount of product (1.0 means a 100% yield; for example, 0.34 means a 34% yield). (1) The reactants are F[C:2]1[CH:3]=[N:4][C:5]2[C:10]([N:11]=1)=[C:9]([C:12]1[NH:20][C:19]3[CH2:18][CH2:17][NH:16][C:15](=[O:21])[C:14]=3[CH:13]=1)[CH:8]=[CH:7][CH:6]=2.Cl.[CH3:23][C:24]1([CH3:30])[CH2:29][CH2:28][CH2:27][CH2:26][NH:25]1.CCN(C(C)C)C(C)C. No catalyst specified. The product is [CH3:23][C:24]1([CH3:30])[CH2:29][CH2:28][CH2:27][CH2:26][N:25]1[C:2]1[CH:3]=[N:4][C:5]2[C:10]([N:11]=1)=[C:9]([C:12]1[NH:20][C:19]3[CH2:18][CH2:17][NH:16][C:15](=[O:21])[C:14]=3[CH:13]=1)[CH:8]=[CH:7][CH:6]=2. The yield is 0.140. (2) The reactants are C([O:3][P:4]([CH2:9][CH2:10][NH:11][C:12](=[O:39])[CH2:13][CH2:14][C:15]([CH3:38])=[CH:16][CH2:17][C:18]1[C:19]([O:31]CC[Si](C)(C)C)=[C:20]2[C:24](=[C:25]([CH3:29])[C:26]=1[O:27][CH3:28])[CH2:23][O:22][C:21]2=[O:30])(=[O:8])[O:5]CC)C.C[Si](Br)(C)C.N1C(C)=CC=CC=1C. The catalyst is C(#N)C. The product is [OH:31][C:19]1[C:18]([CH2:17][CH:16]=[C:15]([CH3:38])[CH2:14][CH2:13][C:12]([NH:11][CH2:10][CH2:9][P:4](=[O:3])([OH:8])[OH:5])=[O:39])=[C:26]([O:27][CH3:28])[C:25]([CH3:29])=[C:24]2[C:20]=1[C:21](=[O:30])[O:22][CH2:23]2. The yield is 0.290. (3) The reactants are [C:1]([C:4]1[CH:12]=[C:8]([C:9]([OH:11])=[O:10])[C:7]([OH:13])=[CH:6][CH:5]=1)(=[O:3])[CH3:2].Cl.CN(C)[CH2:17][CH2:18][CH2:19]N=C=N.O.ON1C2C=CC=CC=2N=N1.C(O)CC. The catalyst is CN(C)C=O.O. The product is [C:1]([C:4]1[CH:12]=[C:8]([C:9]([O:11][CH2:17][CH2:18][CH3:19])=[O:10])[C:7]([OH:13])=[CH:6][CH:5]=1)(=[O:3])[CH3:2]. The yield is 0.450.